Predict which catalyst facilitates the given reaction. From a dataset of Catalyst prediction with 721,799 reactions and 888 catalyst types from USPTO. Reactant: ClCCl.[OH:4][CH2:5][C:6]1[N:11]=[C:10]([CH2:12][CH2:13][CH2:14][CH2:15][C:16]([O:18][C:19]([CH3:22])([CH3:21])[CH3:20])=[O:17])[CH:9]=[CH:8][CH:7]=1.C(N(C(C)C)CC)(C)C.[CH3:32][S:33](Cl)(=[O:35])=[O:34]. Product: [CH3:32][S:33]([O:4][CH2:5][C:6]1[N:11]=[C:10]([CH2:12][CH2:13][CH2:14][CH2:15][C:16]([O:18][C:19]([CH3:22])([CH3:21])[CH3:20])=[O:17])[CH:9]=[CH:8][CH:7]=1)(=[O:35])=[O:34]. The catalyst class is: 6.